Dataset: Full USPTO retrosynthesis dataset with 1.9M reactions from patents (1976-2016). Task: Predict the reactants needed to synthesize the given product. (1) The reactants are: FC(F)(F)C(O)=O.[CH3:8][S:9]([C:12]1[CH:13]=[C:14]2[C:18](=[CH:19][CH:20]=1)[N:17]([C:21]1[N:26]=[CH:25][N:24]=[C:23]([O:27][CH:28]3[CH2:33][CH2:32][N:31]([C:34]([O:36][C:37](C)([CH3:39])[CH3:38])=[O:35])[CH2:30][CH2:29]3)[CH:22]=1)[CH2:16][CH2:15]2)(=[O:11])=[O:10].ClC(OC(C)C)=O.C(N(CC)CC)C. Given the product [CH3:8][S:9]([C:12]1[CH:13]=[C:14]2[C:18](=[CH:19][CH:20]=1)[N:17]([C:21]1[N:26]=[CH:25][N:24]=[C:23]([O:27][CH:28]3[CH2:29][CH2:30][N:31]([C:34]([O:36][CH:37]([CH3:39])[CH3:38])=[O:35])[CH2:32][CH2:33]3)[CH:22]=1)[CH2:16][CH2:15]2)(=[O:11])=[O:10], predict the reactants needed to synthesize it. (2) Given the product [NH:8]1[CH2:11][CH2:10][C@H:9]1[CH2:12][N:13]1[C:21]2[C:16](=[C:17]([Cl:22])[CH:18]=[CH:19][CH:20]=2)[C:15]([C:23]([NH:24][CH2:25][CH:26]2[CH2:31][CH2:30][C:29]([F:32])([F:33])[CH2:28][CH2:27]2)=[O:34])=[CH:14]1, predict the reactants needed to synthesize it. The reactants are: C(OC([N:8]1[CH2:11][CH2:10][C@H:9]1[CH2:12][N:13]1[C:21]2[C:16](=[C:17]([Cl:22])[CH:18]=[CH:19][CH:20]=2)[C:15]([C:23](=[O:34])[NH:24][CH2:25][CH:26]2[CH2:31][CH2:30][C:29]([F:33])([F:32])[CH2:28][CH2:27]2)=[CH:14]1)=O)(C)(C)C.FC(F)(F)C(O)=O. (3) Given the product [O:1]1[CH2:6][CH2:5][CH:4]([C:7]2[CH:20]=[C:11]([NH:12][CH2:13][C:14]3[CH:19]=[CH:18][CH:17]=[CH:16][N:15]=3)[C:10]([NH2:21])=[CH:9][CH:8]=2)[CH2:3][CH2:2]1, predict the reactants needed to synthesize it. The reactants are: [O:1]1[CH2:6][CH:5]=[C:4]([C:7]2[CH:8]=[CH:9][C:10]([N+:21]([O-])=O)=[C:11]([CH:20]=2)[NH:12][CH2:13][C:14]2[CH:19]=[CH:18][CH:17]=[CH:16][N:15]=2)[CH2:3][CH2:2]1.[H][H]. (4) Given the product [NH4+:3].[OH-:11].[CH2:1]([N:3]([CH:4]1[CH2:5][C:6]2([CH2:9][N:8]([CH3:10])[CH2:7]2)[CH2:17]1)[C:18]1[C:33]2[CH2:32][CH:31]=[CH:30][CH2:29][CH2:28][C:27]3[CH:34]=[C:35]([CH3:40])[NH:36][C:37](=[O:38])[C:26]=3[CH2:25][NH:24][C:23](=[O:41])[C:22]=2[CH:21]=[CH:20][CH:19]=1)[CH3:2], predict the reactants needed to synthesize it. The reactants are: [CH2:1]([N:3]([C:18]1[C:33]2[CH2:32][CH:31]=[CH:30][CH2:29][CH2:28][C:27]3[CH:34]=[C:35]([CH3:40])[N:36]=[C:37]([O:38]C)[C:26]=3[CH2:25][NH:24][C:23](=[O:41])[C:22]=2[CH:21]=[CH:20][CH:19]=1)[CH:4]1[CH2:17][C:6]2([CH2:9][N:8]([C:10](OC(C)(C)C)=[O:11])[CH2:7]2)[CH2:5]1)[CH3:2].Cl.C=O.CC(O)=O.[BH-](OC(C)=O)(OC(C)=O)OC(C)=O.[Na+]. (5) Given the product [CH3:1][C:2]1([CH3:21])[C:6](=[O:23])[N:5]([C:8]2[CH:15]=[CH:14][C:11]([C:12]#[N:13])=[C:10]([C:16]([F:19])([F:18])[F:17])[CH:9]=2)[C:4](=[O:20])[NH:3]1, predict the reactants needed to synthesize it. The reactants are: [CH3:1][C:2]1([CH3:21])[C:6](=N)[N:5]([C:8]2[CH:15]=[CH:14][C:11]([C:12]#[N:13])=[C:10]([C:16]([F:19])([F:18])[F:17])[CH:9]=2)[C:4](=[O:20])[NH:3]1.C(=O)(O)[O-:23].